From a dataset of Full USPTO retrosynthesis dataset with 1.9M reactions from patents (1976-2016). Predict the reactants needed to synthesize the given product. (1) The reactants are: [F:1][CH2:2][CH2:3][N:4]1[CH2:13][CH2:12][C:11]2[C:6](=[CH:7][C:8]([N+:16]([O-])=O)=[C:9]([O:14][CH3:15])[CH:10]=2)[CH2:5]1.[H][H]. Given the product [F:1][CH2:2][CH2:3][N:4]1[CH2:13][CH2:12][C:11]2[C:6](=[CH:7][C:8]([NH2:16])=[C:9]([O:14][CH3:15])[CH:10]=2)[CH2:5]1, predict the reactants needed to synthesize it. (2) Given the product [Cl:1][C:2]1[N:7]=[C:6]([NH:10][C:11]2[CH:16]=[CH:15][CH:14]=[CH:13][CH:12]=2)[C:5]([F:9])=[CH:4][N:3]=1, predict the reactants needed to synthesize it. The reactants are: [Cl:1][C:2]1[N:7]=[C:6](Cl)[C:5]([F:9])=[CH:4][N:3]=1.[NH2:10][C:11]1[CH:16]=[CH:15][CH:14]=[CH:13][CH:12]=1.C(N(C(C)C)C(C)C)C. (3) Given the product [C:42]([C:41]1[CH:44]=[C:37]([C:35]2[O:36][C:32]([C:8]3[CH:7]=[CH:6][C:5]([O:18][CH2:19][CH2:20][CH2:21][N:22]([CH3:30])[C:23](=[O:29])[O:24][C:25]([CH3:26])([CH3:27])[CH3:28])=[CH:4][C:3]=3[CH2:1][CH3:2])=[N:33][N:34]=2)[CH:38]=[CH:39][C:40]=1[O:45][CH:46]([CH3:48])[CH3:47])#[N:43], predict the reactants needed to synthesize it. The reactants are: [CH2:1]([C:3]1[CH:4]=[C:5]([O:18][CH2:19][CH2:20][CH2:21][N:22]([CH3:30])[C:23](=[O:29])[O:24][C:25]([CH3:28])([CH3:27])[CH3:26])[CH:6]=[CH:7][C:8]=1B1OC(C)(C)C(C)(C)O1)[CH3:2].Br[C:32]1[O:36][C:35]([C:37]2[CH:38]=[CH:39][C:40]([O:45][CH:46]([CH3:48])[CH3:47])=[C:41]([CH:44]=2)[C:42]#[N:43])=[N:34][N:33]=1.P([O-])([O-])([O-])=O.[K+].[K+].[K+]. (4) Given the product [O:12]=[C:8]1[NH:9][C:10]2[N:11]=[C:2]([CH:1]=[O:14])[CH:3]=[CH:4][C:5]=2[CH:6]=[CH:7]1, predict the reactants needed to synthesize it. The reactants are: [CH3:1][C:2]1[N:11]=[C:10]2[C:5]([CH2:6][CH2:7][C:8](=[O:12])[NH:9]2)=[CH:4][CH:3]=1.[Se](=O)=[O:14]. (5) Given the product [CH3:1][O:2][C:3](=[O:15])[C:4]1[CH:13]=[CH:12][C:7]([C:8]([O:10][CH3:11])=[O:9])=[CH:6][C:5]=1[NH:14][C:28](=[O:29])[CH:27]([NH:31][C:32]([O:34][CH2:35][CH:36]1[C:37]2[CH:38]=[CH:39][CH:40]=[CH:41][C:42]=2[C:43]2[C:48]1=[CH:47][CH:46]=[CH:45][CH:44]=2)=[O:33])[CH2:26][CH2:25][CH2:24][NH:23][C:21]([O:20][C:16]([CH3:19])([CH3:18])[CH3:17])=[O:22], predict the reactants needed to synthesize it. The reactants are: [CH3:1][O:2][C:3](=[O:15])[C:4]1[CH:13]=[CH:12][C:7]([C:8]([O:10][CH3:11])=[O:9])=[CH:6][C:5]=1[NH2:14].[C:16]([O:20][C:21]([NH:23][CH2:24][CH2:25][CH2:26][CH:27]([NH:31][C:32]([O:34][CH2:35][CH:36]1[C:48]2[CH:47]=[CH:46][CH:45]=[CH:44][C:43]=2[C:42]2[C:37]1=[CH:38][CH:39]=[CH:40][CH:41]=2)=[O:33])[C:28](O)=[O:29])=[O:22])([CH3:19])([CH3:18])[CH3:17].P(Cl)(Cl)(Cl)=O.